From a dataset of Reaction yield outcomes from USPTO patents with 853,638 reactions. Predict the reaction yield, written as a fraction of the theoretical maximum amount of product (1.0 means a 100% yield; for example, 0.34 means a 34% yield). (1) The reactants are Cl.O.[NH:3]1[CH2:8][CH2:7][C:6](=[O:9])[CH2:5][CH2:4]1.[CH3:10][S:11](Cl)(=[O:13])=[O:12].[OH-].[Na+]. The catalyst is C1COCC1. The product is [CH3:10][S:11]([N:3]1[CH2:8][CH2:7][C:6](=[O:9])[CH2:5][CH2:4]1)(=[O:13])=[O:12]. The yield is 1.00. (2) The yield is 0.760. The catalyst is C(Cl)Cl.C(OCC)C. The product is [Br:1][C:2]1[C:3]([O:13][CH3:14])=[CH:4][C:5]([O:11][CH3:12])=[C:6]([CH:10]=1)[C:7]([NH:23][C:24]1([C:38]2[CH:39]=[CH:40][CH:41]=[CH:42][N:43]=2)[CH2:26][CH2:25]1)=[O:9]. The reactants are [Br:1][C:2]1[C:3]([O:13][CH3:14])=[CH:4][C:5]([O:11][CH3:12])=[C:6]([CH:10]=1)[C:7]([OH:9])=O.CN(C=O)C.C([N:23](CC)[CH:24]([CH3:26])[CH3:25])(C)C.CN(C(ON1N=N[C:39]2[CH:40]=[CH:41][CH:42]=[N:43][C:38]1=2)=[N+](C)C)C.F[P-](F)(F)(F)(F)F. (3) The reactants are [C:1]1([CH:7]([C:35]2[CH:40]=[CH:39][CH:38]=[CH:37][CH:36]=2)[CH2:8][NH:9][C:10]2[N:18]=[C:17]([C:19]([O:21]C)=O)[N:16]=[C:15]3[C:11]=2[N:12]=[CH:13][N:14]3[C@H:23]2[C@H:27]([OH:28])[C@H:26]([OH:29])[C@@H:25]([C:30]([NH:32][CH2:33][CH3:34])=[O:31])[O:24]2)[CH:6]=[CH:5][CH:4]=[CH:3][CH:2]=1.[NH2:41][CH2:42][CH2:43][CH2:44][NH2:45]. The catalyst is ClCCl. The product is [NH2:41][CH2:42][CH2:43][CH2:44][NH:45][C:19]([C:17]1[N:16]=[C:15]2[C:11]([N:12]=[CH:13][N:14]2[C@H:23]2[C@H:27]([OH:28])[C@H:26]([OH:29])[C@@H:25]([C:30]([NH:32][CH2:33][CH3:34])=[O:31])[O:24]2)=[C:10]([NH:9][CH2:8][CH:7]([C:35]2[CH:40]=[CH:39][CH:38]=[CH:37][CH:36]=2)[C:1]2[CH:2]=[CH:3][CH:4]=[CH:5][CH:6]=2)[N:18]=1)=[O:21]. The yield is 0.580. (4) The reactants are [CH:1]([C:3]1[CH:4]=[C:5]([CH:15]=[CH:16][CH:17]=1)[O:6][C:7]([CH3:14])([CH3:13])[C:8]([O:10]CC)=[O:9])=O.[NH2:18][C:19]1[CH:24]=[CH:23][CH:22]=[CH:21][C:20]=1[SH:25].[OH-].[Na+]. The catalyst is CO. The product is [S:25]1[C:20]2[CH:21]=[CH:22][CH:23]=[CH:24][C:19]=2[N:18]=[C:1]1[C:3]1[CH:4]=[C:5]([CH:15]=[CH:16][CH:17]=1)[O:6][C:7]([CH3:13])([CH3:14])[C:8]([OH:10])=[O:9]. The yield is 0.677. (5) The reactants are [CH2:1]([N:4]1[C:12]2[C:7](=[N:8][C:9]([NH2:13])=[N:10][CH:11]=2)[N:6]([C@@H:14]2[O:26][C@H:25]([CH2:27][O:28]C(=O)C)[C@@H:20]([O:21]C(=O)C)[C@H:15]2[O:16]C(=O)C)[C:5]1=[O:32])[CH:2]=[CH2:3].C([O-])([O-])=O.[K+].[K+]. The catalyst is CO. The product is [CH2:1]([N:4]1[C:12]2[C:7](=[N:8][C:9]([NH2:13])=[N:10][CH:11]=2)[N:6]([C@@H:14]2[O:26][C@H:25]([CH2:27][OH:28])[C@@H:20]([OH:21])[C@H:15]2[OH:16])[C:5]1=[O:32])[CH:2]=[CH2:3]. The yield is 1.00. (6) The reactants are Br[C:2]1[C:3]([NH2:23])=[CH:4][C:5]2[CH2:11][CH2:10][CH2:9][CH:8]3[CH2:12][C:13]4([CH2:18][CH2:19][C:7]3([CH2:20][CH3:21])[C:6]=2[CH:22]=1)[O:17][CH2:16][CH2:15][O:14]4.[C:24](=O)([O-])[O-].[Cs+].[Cs+].CB1OB(C)OB(C)O1. The catalyst is COCCOC.O.CCOC(C)=O.Cl[Pd](Cl)([P](C1C=CC=CC=1)(C1C=CC=CC=1)C1C=CC=CC=1)[P](C1C=CC=CC=1)(C1C=CC=CC=1)C1C=CC=CC=1. The product is [CH2:20]([C:7]12[CH2:19][CH2:18][C:13]3([O:14][CH2:15][CH2:16][O:17]3)[CH2:12][CH:8]1[CH2:9][CH2:10][CH2:11][C:5]1[CH:4]=[C:3]([NH2:23])[C:2]([CH3:24])=[CH:22][C:6]=12)[CH3:21]. The yield is 0.530. (7) The reactants are Br[C:2]1[C:10]([N+:11]([O-:13])=[O:12])=[CH:9][C:8]([Br:14])=[CH:7][C:3]=1[C:4]([OH:6])=[O:5].[Cl:15][C:16]1[CH:23]=[CH:22][CH:21]=[CH:20][C:17]=1[CH2:18][NH2:19].[OH-].[Na+].CCOCC. The catalyst is C1(C)C=CC=CC=1. The product is [Br:14][C:8]1[CH:9]=[C:10]([N+:11]([O-:13])=[O:12])[C:2]([NH:19][CH2:18][C:17]2[CH:20]=[CH:21][CH:22]=[CH:23][C:16]=2[Cl:15])=[C:3]([CH:7]=1)[C:4]([OH:6])=[O:5]. The yield is 0.615. (8) The reactants are [CH2:1]([C:3]1[CH:10]=[CH:9][C:6]([C:7]#[N:8])=[CH:5][CH:4]=1)[CH3:2].OS(O)(=O)=O.C1C(=O)N([Br:23])C(=O)C1.[Al]. The catalyst is CC#N. The product is [Br:23][C:4]1[CH:5]=[C:6]([CH:9]=[CH:10][C:3]=1[CH2:1][CH3:2])[C:7]#[N:8]. The yield is 0.616.